This data is from Full USPTO retrosynthesis dataset with 1.9M reactions from patents (1976-2016). The task is: Predict the reactants needed to synthesize the given product. (1) The reactants are: [OH:1][C:2]1[CH:9]=[CH:8][C:5]([CH:6]=[O:7])=[CH:4][C:3]=1[O:10][CH3:11].C(=O)([O-])[O-].[K+].[K+].Cl[CH2:19][C:20]1[CH:25]=[CH:24][C:23]([O:26][CH3:27])=[CH:22][CH:21]=1.O. Given the product [CH3:11][O:10][C:3]1[CH:4]=[C:5]([CH:8]=[CH:9][C:2]=1[O:1][CH2:19][C:20]1[CH:25]=[CH:24][C:23]([O:26][CH3:27])=[CH:22][CH:21]=1)[CH:6]=[O:7], predict the reactants needed to synthesize it. (2) Given the product [Br:1][C:2]1[CH:3]=[C:4]([O:11][CH2:21][O:22][CH3:23])[CH:5]=[CH:6][C:7]=1[N+:8]([O-:10])=[O:9], predict the reactants needed to synthesize it. The reactants are: [Br:1][C:2]1[CH:3]=[C:4]([OH:11])[CH:5]=[CH:6][C:7]=1[N+:8]([O-:10])=[O:9].C(N(C(C)C)CC)(C)C.[CH3:21][O:22][CH2:23]Cl.